From a dataset of Forward reaction prediction with 1.9M reactions from USPTO patents (1976-2016). Predict the product of the given reaction. (1) Given the reactants [CH2:1]([N:8]1[C:13](=[O:14])[C:12]([CH3:15])=[C:11]2[S:16][C:17]([C:19](O)=[O:20])=[CH:18][N:10]2[C:9]1=[O:22])[C:2]1[CH:7]=[CH:6][CH:5]=[CH:4][CH:3]=1.[F:23][C:24]([F:34])([F:33])[C:25]1[CH:32]=[CH:31][C:28]([CH2:29][NH2:30])=[CH:27][CH:26]=1.O.ON1C2C=CC=CC=2N=N1.Cl.CN(C)CCCN=C=NCC, predict the reaction product. The product is: [F:23][C:24]([F:33])([F:34])[C:25]1[CH:32]=[CH:31][C:28]([CH2:29][NH:30][C:19]([C:17]2[S:16][C:11]3[N:10]([C:9](=[O:22])[N:8]([CH2:1][C:2]4[CH:3]=[CH:4][CH:5]=[CH:6][CH:7]=4)[C:13](=[O:14])[C:12]=3[CH3:15])[CH:18]=2)=[O:20])=[CH:27][CH:26]=1. (2) Given the reactants [CH3:1][C:2]1[CH:3]=[C:4]([NH2:11])[C:5]2[O:9][CH2:8][CH2:7][C:6]=2[CH:10]=1.C1C(=O)N([Br:19])C(=O)C1, predict the reaction product. The product is: [Br:19][C:10]1[C:6]2[CH2:7][CH2:8][O:9][C:5]=2[C:4]([NH2:11])=[CH:3][C:2]=1[CH3:1]. (3) Given the reactants [CH3:1][O:2][C:3]1[CH:4]=[C:5]([CH:9]=[CH:10][C:11]=1[O:12][C:13]([O:15][CH3:16])=[O:14])[C:6](O)=[O:7].S(Cl)([Cl:19])=O, predict the reaction product. The product is: [CH3:1][O:2][C:3]1[CH:4]=[C:5]([CH:9]=[CH:10][C:11]=1[O:12][C:13]([O:15][CH3:16])=[O:14])[C:6]([Cl:19])=[O:7]. (4) Given the reactants Br[C:2]1[CH:3]=[C:4]([CH:9]=[C:10]([N:12]([CH3:17])[S:13]([CH3:16])(=[O:15])=[O:14])[CH:11]=1)[C:5]([O:7]C)=[O:6].C([Sn](CCCC)(CCCC)[C:23]1[O:24][CH:25]=[CH:26][CH:27]=1)CCC.[Cl-].[Li+].CN(C)C=O, predict the reaction product. The product is: [O:24]1[CH:25]=[CH:26][CH:27]=[C:23]1[C:2]1[CH:3]=[C:4]([CH:9]=[C:10]([N:12]([CH3:17])[S:13]([CH3:16])(=[O:14])=[O:15])[CH:11]=1)[C:5]([OH:7])=[O:6]. (5) Given the reactants [C:1]([C:5]1[N:6]=[C:7]([NH:10][C:11]([C:13]2[CH:46]=[CH:45][N:16]3[C:17](=[O:44])[C:18](/[CH:35]=[CH:36]/[C:37]([O:39][C:40]([CH3:43])([CH3:42])[CH3:41])=[O:38])=[C:19]([N:21]4[CH2:26][CH2:25][CH2:24][C@@H:23]([O:27][C:28]([NH:30][CH2:31][CH2:32][CH2:33]Cl)=[O:29])[CH2:22]4)[N:20]=[C:15]3[CH:14]=2)=[O:12])[S:8][CH:9]=1)([CH3:4])([CH3:3])[CH3:2].[CH3:47][N:48](C)[CH:49]=O.CNC, predict the reaction product. The product is: [C:1]([C:5]1[N:6]=[C:7]([NH:10][C:11]([C:13]2[CH:46]=[CH:45][N:16]3[C:17](=[O:44])[C:18](/[CH:35]=[CH:36]/[C:37]([O:39][C:40]([CH3:43])([CH3:42])[CH3:41])=[O:38])=[C:19]([N:21]4[CH2:26][CH2:25][CH2:24][C@@H:23]([O:27][C:28]([NH:30][CH2:31][CH2:32][CH2:33][N:48]([CH3:49])[CH3:47])=[O:29])[CH2:22]4)[N:20]=[C:15]3[CH:14]=2)=[O:12])[S:8][CH:9]=1)([CH3:4])([CH3:3])[CH3:2].